Dataset: Forward reaction prediction with 1.9M reactions from USPTO patents (1976-2016). Task: Predict the product of the given reaction. (1) Given the reactants C(O)CCC=C.ClC(Cl)(OC(=O)OC(Cl)(Cl)Cl)Cl.Cl[C:20]([O:22][CH2:23][CH2:24][CH2:25][CH:26]=[CH2:27])=[O:21].[NH:28]([C:38]([O:40][C:41]([CH3:44])([CH3:43])[CH3:42])=[O:39])[C@H:29]([C:35]([OH:37])=[O:36])[CH2:30][CH2:31][CH2:32][CH2:33][NH2:34].[OH-].[Na+].Cl, predict the reaction product. The product is: [C:41]([O:40][C:38]([NH:28][C@@H:29]([CH2:30][CH2:31][CH2:32][CH2:33][NH:34][C:20]([O:22][CH2:23][CH2:24][CH2:25][CH:26]=[CH2:27])=[O:21])[C:35]([OH:37])=[O:36])=[O:39])([CH3:44])([CH3:43])[CH3:42]. (2) Given the reactants [CH:1]1[C:13]2[N:12]([CH:14]3[C:23]4[C:18](=[CH:19][CH:20]=[CH:21][CH:22]=4)[N:17]([C:24](=[O:35])[C:25]4[CH:30]=[CH:29][C:28]([O:31][CH3:32])=[C:27]([O:33][CH3:34])[CH:26]=4)[CH:16]([CH2:36][CH2:37][CH2:38][CH2:39][CH2:40][OH:41])[CH2:15]3)[C:11]3[C:6](=[CH:7][CH:8]=[CH:9][CH:10]=3)[C:5]=2[CH:4]=[CH:3][CH:2]=1.[F:42][C:43]1[CH:48]=[CH:47][C:46](O)=[CH:45][CH:44]=1.N(C(OCC)=O)=NC(OCC)=O.C1(P(C2C=CC=CC=2)C2C=CC=CC=2)C=CC=CC=1, predict the reaction product. The product is: [CH3:34][O:33][C:27]1[CH:26]=[C:25]([CH:30]=[CH:29][C:28]=1[O:31][CH3:32])[C:24]([N:17]1[C:18]2[C:23](=[CH:22][CH:21]=[CH:20][CH:19]=2)[CH:14]([N:12]2[C:13]3[CH:1]=[CH:2][CH:3]=[CH:4][C:5]=3[C:6]3[C:11]2=[CH:10][CH:9]=[CH:8][CH:7]=3)[CH2:15][CH:16]1[CH2:36][CH2:37][CH2:38][CH2:39][CH2:40][O:41][C:46]1[CH:47]=[CH:48][C:43]([F:42])=[CH:44][CH:45]=1)=[O:35].